This data is from Full USPTO retrosynthesis dataset with 1.9M reactions from patents (1976-2016). The task is: Predict the reactants needed to synthesize the given product. (1) Given the product [Br:12][CH2:1][C:2]1[CH:7]=[CH:6][C:5]([C:8]([O:10][CH3:11])=[O:9])=[CH:4][N:3]=1, predict the reactants needed to synthesize it. The reactants are: [CH3:1][C:2]1[CH:7]=[CH:6][C:5]([C:8]([O:10][CH3:11])=[O:9])=[CH:4][N:3]=1.[Br:12]N1C(=O)CCC1=O.C(OOC(=O)C1C=CC=CC=1)(=O)C1C=CC=CC=1. (2) The reactants are: [CH3:1][Si:2]([C:5]#[CH:6])([CH3:4])[CH3:3].O.Br[C:9]1[C:10]([NH2:17])=[N:11][C:12]([CH3:16])=[C:13]([Br:15])[N:14]=1.C(N(CC)CC)C. Given the product [Br:15][C:13]1[N:14]=[C:9]([C:6]#[C:5][Si:2]([CH3:4])([CH3:3])[CH3:1])[C:10]([NH2:17])=[N:11][C:12]=1[CH3:16], predict the reactants needed to synthesize it. (3) Given the product [C:7]([O:11][C:12]([NH:14][C:15]1([CH2:21][CH2:22][C:23]([O:25][CH2:26][CH3:27])=[O:24])[CH2:20][CH2:19][O:18][CH2:17][CH2:16]1)=[O:13])([CH3:10])([CH3:9])[CH3:8], predict the reactants needed to synthesize it. The reactants are: C(OCC)(=O)C.[C:7]([O:11][C:12]([NH:14][C:15]1([CH:21]=[CH:22][C:23]([O:25][CH2:26][CH3:27])=[O:24])[CH2:20][CH2:19][O:18][CH2:17][CH2:16]1)=[O:13])([CH3:10])([CH3:9])[CH3:8].[H][H]. (4) The reactants are: S(Cl)([Cl:3])=O.[CH3:5][O:6][C:7](=[O:16])[C:8]1[CH:13]=[CH:12][C:11]([CH2:14]O)=[N:10][CH:9]=1. Given the product [CH3:5][O:6][C:7](=[O:16])[C:8]1[CH:13]=[CH:12][C:11]([CH2:14][Cl:3])=[N:10][CH:9]=1, predict the reactants needed to synthesize it.